This data is from Full USPTO retrosynthesis dataset with 1.9M reactions from patents (1976-2016). The task is: Predict the reactants needed to synthesize the given product. (1) Given the product [CH2:14]([O:16][C:17](=[O:29])[CH2:18][O:19][C:20]1[CH:25]=[C:24]([CH3:26])[C:23]([S:27][C:2]2[CH:7]=[C:6]([O:8][CH2:9][CH:10]([CH3:12])[CH3:11])[CH:5]=[C:4]([Br:13])[CH:3]=2)=[CH:22][C:21]=1[CH3:28])[CH3:15], predict the reactants needed to synthesize it. The reactants are: Br[C:2]1[CH:7]=[C:6]([O:8][CH2:9][CH:10]([CH3:12])[CH3:11])[CH:5]=[C:4]([Br:13])[CH:3]=1.[CH2:14]([O:16][C:17](=[O:29])[CH2:18][O:19][C:20]1[CH:25]=[C:24]([CH3:26])[C:23]([SH:27])=[CH:22][C:21]=1[CH3:28])[CH3:15].C(N(CC)CC)C.C(O)(=O)CC(CC(O)=O)(C(O)=O)O. (2) Given the product [CH3:14][N:13]([CH3:12])[C:16]1[CH:17]=[C:18]([CH:22]=[CH:23][CH:24]=1)[C:19]([NH:25][C:26]1[CH:27]=[CH:28][C:29]([CH3:45])=[C:30]([NH:32][C:33]([C:35]2[CH:36]=[C:37]3[C:42](=[CH:43][CH:44]=2)[N:41]=[CH:40][CH:39]=[CH:38]3)=[O:34])[CH:31]=1)=[O:21], predict the reactants needed to synthesize it. The reactants are: C(N(C(C)C)CC)(C)C.O1C[CH2:14][N:13]([C:16]2[CH:17]=[C:18]([CH:22]=[CH:23][CH:24]=2)[C:19]([OH:21])=O)[CH2:12]C1.[NH2:25][C:26]1[CH:27]=[CH:28][C:29]([CH3:45])=[C:30]([NH:32][C:33]([C:35]2[CH:36]=[C:37]3[C:42](=[CH:43][CH:44]=2)[N:41]=[CH:40][CH:39]=[CH:38]3)=[O:34])[CH:31]=1.CN(C=O)C. (3) Given the product [NH2:1][CH2:4][C@@H:5]([NH:7][C:8](=[O:51])[N:9]([CH2:37][C@H:38]1[C@@H:42]([F:43])[CH2:41][N:40]([C:44]([O:46][C:47]([CH3:50])([CH3:49])[CH3:48])=[O:45])[CH2:39]1)[C@@H:10]([C:17]1[N:18]([CH2:30][C:31]2[CH:32]=[CH:33][CH:34]=[CH:35][CH:36]=2)[CH:19]=[C:20]([C:22]2[CH:27]=[C:26]([F:28])[CH:25]=[CH:24][C:23]=2[F:29])[N:21]=1)[CH:11]1[CH2:12][CH2:13][O:14][CH2:15][CH2:16]1)[CH3:6], predict the reactants needed to synthesize it. The reactants are: [N:1]([CH2:4][C@@H:5]([NH:7][C:8](=[O:51])[N:9]([CH2:37][C@H:38]1[C@@H:42]([F:43])[CH2:41][N:40]([C:44]([O:46][C:47]([CH3:50])([CH3:49])[CH3:48])=[O:45])[CH2:39]1)[C@@H:10]([C:17]1[N:18]([CH2:30][C:31]2[CH:36]=[CH:35][CH:34]=[CH:33][CH:32]=2)[CH:19]=[C:20]([C:22]2[CH:27]=[C:26]([F:28])[CH:25]=[CH:24][C:23]=2[F:29])[N:21]=1)[CH:11]1[CH2:16][CH2:15][O:14][CH2:13][CH2:12]1)[CH3:6])=[N+]=[N-].C1(P(C2C=CC=CC=2)C2C=CC=CC=2)C=CC=CC=1.O.